This data is from M1 muscarinic receptor agonist screen with 61,833 compounds. The task is: Binary Classification. Given a drug SMILES string, predict its activity (active/inactive) in a high-throughput screening assay against a specified biological target. The compound is O1C(CCC1)CNCC(O)Cn1c2c(c3c1cccc3)cccc2. The result is 0 (inactive).